From a dataset of Catalyst prediction with 721,799 reactions and 888 catalyst types from USPTO. Predict which catalyst facilitates the given reaction. (1) Reactant: [NH2:1][C:2]1[C:11]([CH3:12])=[C:10]2[C:5]([CH:6]=[CH:7][CH:8]=[N:9]2)=[CH:4][CH:3]=1.C([N:15]=[C:16](S)[N:17](C(OCC1C=CC=CC=1)=O)[C:18]([O:20][CH2:21][C:22]1[CH:27]=[CH:26][CH:25]=[CH:24][CH:23]=1)=[O:19])C.[C:39]([O:42][CH2:43][CH3:44])(=[O:41])C. Product: [CH2:43]([O:42][C:39]([N:15]=[C:16]([NH:17][C:18]([O:20][CH2:21][C:22]1[CH:27]=[CH:26][CH:25]=[CH:24][CH:23]=1)=[O:19])[NH:1][C:2]1[C:11]([CH3:12])=[C:10]2[C:5]([CH:6]=[CH:7][CH:8]=[N:9]2)=[CH:4][CH:3]=1)=[O:41])[C:44]1[CH:10]=[CH:11][CH:2]=[CH:3][CH:4]=1. The catalyst class is: 7. (2) Reactant: [CH3:1][C:2](=[O:5])[C:3]#[CH:4].[CH2:6]([O:8][C:9](=[O:13])[CH:10]=[N+:11]=[N-:12])[CH3:7]. Product: [CH2:6]([O:8][C:9]([C:10]1[CH:4]=[C:3]([C:2](=[O:5])[CH3:1])[NH:12][N:11]=1)=[O:13])[CH3:7]. The catalyst class is: 6. (3) Reactant: [C:1]([C:3]1([N:10]2[CH2:15][CH2:14][N:13]([C:16](OCC)=O)[CH2:12][CH2:11]2)[CH2:9][CH2:8][CH:7]=[CH:6][O:5][CH2:4]1)#[N:2].[H-].[H-].[H-].[H-].[Li+].[Al+3].[O-]S([O-])(=O)=O.[Na+].[Na+]. Product: [CH3:16][N:13]1[CH2:12][CH2:11][N:10]([C:3]2([CH2:1][NH2:2])[CH2:9][CH2:8][CH:7]=[CH:6][O:5][CH2:4]2)[CH2:15][CH2:14]1. The catalyst class is: 1. (4) Reactant: [CH2:1]([NH:8][C:9]([C:11]1[O:12][CH:13]=[CH:14][C:15]=1[CH3:16])=[O:10])[C:2]1[CH:7]=[CH:6][CH:5]=[CH:4][CH:3]=1.[Br:17]N1C(=O)CCC1=O. Product: [CH2:1]([NH:8][C:9]([C:11]1[O:12][C:13]([Br:17])=[CH:14][C:15]=1[CH3:16])=[O:10])[C:2]1[CH:3]=[CH:4][CH:5]=[CH:6][CH:7]=1. The catalyst class is: 10. (5) Reactant: C([O:8][C:9]1[CH:14]=[CH:13][C:12]([C:15]2[C:16](=[O:27])[N:17]([CH3:26])[C:18]([NH:21][CH2:22][CH:23]3[CH2:25][CH2:24]3)=[N:19][CH:20]=2)=[CH:11][C:10]=1[F:28])C1C=CC=CC=1. Product: [CH:23]1([CH2:22][NH:21][C:18]2[N:17]([CH3:26])[C:16](=[O:27])[C:15]([C:12]3[CH:13]=[CH:14][C:9]([OH:8])=[C:10]([F:28])[CH:11]=3)=[CH:20][N:19]=2)[CH2:25][CH2:24]1. The catalyst class is: 67. (6) Reactant: [NH:1]1[CH2:6][CH2:5][NH:4][CH2:3][CH2:2]1.Cl[C:8]([O:10][CH2:11][CH:12]([CH3:14])[CH3:13])=[O:9].[OH-].[Na+]. Product: [N:1]1([C:8]([O:10][CH2:11][CH:12]([CH3:14])[CH3:13])=[O:9])[CH2:6][CH2:5][NH:4][CH2:3][CH2:2]1. The catalyst class is: 33. (7) Reactant: Br[C:2]1[CH:3]=[C:4]2[C:9](=[CH:10][CH:11]=1)[N:8]([C:12](=[O:20])[C:13]1[CH:18]=[CH:17][C:16]([F:19])=[CH:15][CH:14]=1)[C@@H:7]([CH3:21])[CH2:6][C@H:5]2[N:22]([C:27]1[CH:32]=[CH:31][C:30]([Cl:33])=[CH:29][CH:28]=1)[C:23](=[O:26])[CH2:24][CH3:25].C1C=CC(P(C2C(C3C(P(C4C=CC=CC=4)C4C=CC=CC=4)=CC=C4C=3C=CC=C4)=C3C(C=CC=C3)=CC=2)C2C=CC=CC=2)=CC=1.CC(C)([O-])C.[Na+].[NH:86]1[CH2:91][CH2:90][O:89][CH2:88][CH2:87]1. Product: [Cl:33][C:30]1[CH:29]=[CH:28][C:27]([N:22]([C@H:5]2[C:4]3[C:9](=[CH:10][CH:11]=[C:2]([N:86]4[CH2:91][CH2:90][O:89][CH2:88][CH2:87]4)[CH:3]=3)[N:8]([C:12](=[O:20])[C:13]3[CH:18]=[CH:17][C:16]([F:19])=[CH:15][CH:14]=3)[C@@H:7]([CH3:21])[CH2:6]2)[C:23](=[O:26])[CH2:24][CH3:25])=[CH:32][CH:31]=1. The catalyst class is: 101.